This data is from Retrosynthesis with 50K atom-mapped reactions and 10 reaction types from USPTO. The task is: Predict the reactants needed to synthesize the given product. (1) Given the product O=Cc1ccc(-c2ccccc2Cl)s1, predict the reactants needed to synthesize it. The reactants are: Clc1ccccc1I.O=Cc1ccc(B(O)O)s1. (2) The reactants are: CNCC#N.Cc1ccc(-c2cccc(/C=C/C(=O)Nc3ccc(CCl)cc3)c2)cc1. Given the product Cc1ccc(-c2cccc(/C=C/C(=O)Nc3ccc(CN(C)CC#N)cc3)c2)cc1, predict the reactants needed to synthesize it. (3) Given the product Fc1cc(F)c(F)c(-n2cnc(I)c2)c1, predict the reactants needed to synthesize it. The reactants are: Ic1c[nH]cn1.OB(O)c1cc(F)cc(F)c1F.